This data is from Full USPTO retrosynthesis dataset with 1.9M reactions from patents (1976-2016). The task is: Predict the reactants needed to synthesize the given product. (1) Given the product [CH2:14]([O:13][CH:4]1[CH2:5][CH:6]2[CH2:7][CH:8]1[CH:9]=[CH:10]2)[CH2:15][CH2:16][CH3:17], predict the reactants needed to synthesize it. The reactants are: C1[CH:5]2[CH:6]3[CH:10]=[CH:9][CH:8]([CH:4]2C=C1)[CH2:7]3.C([O:13][CH2:14][CH2:15][CH2:16][CH3:17])=C. (2) Given the product [Cl:1][C:2]1[C:3]([N:11]2[CH2:16][CH2:15][CH:14]([N:17]3[CH2:21][CH2:20][C@H:19]([NH:22][C:23]4[CH:28]=[CH:27][C:26]([S:29]([CH3:32])(=[O:31])=[O:30])=[CH:25][C:24]=4[F:33])[C:18]3=[O:34])[CH2:13][CH2:12]2)=[N:4][CH:5]=[C:6]([CH:10]=1)[C:7]([N:36]([CH3:37])[CH3:35])=[O:8], predict the reactants needed to synthesize it. The reactants are: [Cl:1][C:2]1[C:3]([N:11]2[CH2:16][CH2:15][CH:14]([N:17]3[CH2:21][CH2:20][C@H:19]([NH:22][C:23]4[CH:28]=[CH:27][C:26]([S:29]([CH3:32])(=[O:31])=[O:30])=[CH:25][C:24]=4[F:33])[C:18]3=[O:34])[CH2:13][CH2:12]2)=[N:4][CH:5]=[C:6]([CH:10]=1)[C:7](Cl)=[O:8].[CH3:35][NH:36][CH3:37]. (3) Given the product [C:28]([O:27][CH2:26][C:6]([NH:31][C:32](=[O:34])[CH3:33])([CH2:5][O:4][C:1](=[O:3])[CH3:2])[CH2:7][CH2:8][C:9]1[CH:14]=[CH:13][C:12]([C:15]2[C:24]3[C:19](=[C:20]([O:25][S:37]([C:36]([F:49])([F:48])[F:35])(=[O:39])=[O:38])[CH:21]=[CH:22][CH:23]=3)[CH:18]=[CH:17][CH:16]=2)=[CH:11][CH:10]=1)(=[O:30])[CH3:29], predict the reactants needed to synthesize it. The reactants are: [C:1]([O:4][CH2:5][C:6]([NH:31][C:32](=[O:34])[CH3:33])([CH2:26][O:27][C:28](=[O:30])[CH3:29])[CH2:7][CH2:8][C:9]1[CH:14]=[CH:13][C:12]([C:15]2[C:24]3[C:19](=[C:20]([OH:25])[CH:21]=[CH:22][CH:23]=3)[CH:18]=[CH:17][CH:16]=2)=[CH:11][CH:10]=1)(=[O:3])[CH3:2].[F:35][C:36]([F:49])([F:48])[S:37](O[S:37]([C:36]([F:49])([F:48])[F:35])(=[O:39])=[O:38])(=[O:39])=[O:38].C(=O)([O-])O.[Na+]. (4) Given the product [F:27][C:2]([F:1])([F:26])[O:3][C:4]1[CH:5]=[CH:6][C:7]([S:10]([N:13]2[CH2:14][CH2:15][CH:16](/[CH:19]=[CH:20]/[C:21]([OH:23])=[O:22])[CH2:17][CH2:18]2)(=[O:11])=[O:12])=[CH:8][CH:9]=1, predict the reactants needed to synthesize it. The reactants are: [F:1][C:2]([F:27])([F:26])[O:3][C:4]1[CH:9]=[CH:8][C:7]([S:10]([N:13]2[CH2:18][CH2:17][CH:16](/[CH:19]=[CH:20]/[C:21]([O:23]CC)=[O:22])[CH2:15][CH2:14]2)(=[O:12])=[O:11])=[CH:6][CH:5]=1.[OH-].[Na+]. (5) Given the product [Br:1][C:2]1[CH:14]=[CH:13][C:12]2[C:11]3[C:6](=[CH:7][CH:8]=[CH:9][CH:10]=3)[C:5]3([C:23]4[CH:24]=[CH:25][CH:26]=[CH:27][C:22]=4[C:17]4[C:16]3=[CH:21][CH:20]=[CH:19][CH:18]=4)[C:4]=2[CH:3]=1, predict the reactants needed to synthesize it. The reactants are: [Br:1][C:2]1[CH:14]=[CH:13][C:12]2[C:11]3[C:6](=[CH:7][CH:8]=[CH:9][CH:10]=3)[C:5]([C:16]3[CH:21]=[CH:20][CH:19]=[CH:18][C:17]=3[C:22]3[CH:27]=[CH:26][CH:25]=[CH:24][CH:23]=3)(O)[C:4]=2[CH:3]=1.